This data is from Forward reaction prediction with 1.9M reactions from USPTO patents (1976-2016). The task is: Predict the product of the given reaction. (1) Given the reactants [NH:1]1[C:5]2[CH:6]=[C:7]([C:10]([OH:12])=[O:11])[CH:8]=[CH:9][C:4]=2[N:3]=[N:2]1.S(=O)(=O)(O)O.[OH-].[Na+].[C:20](OCC)(=O)[CH3:21], predict the reaction product. The product is: [NH:1]1[C:5]2[CH:6]=[C:7]([C:10]([O:12][CH2:20][CH3:21])=[O:11])[CH:8]=[CH:9][C:4]=2[N:3]=[N:2]1. (2) Given the reactants [N:1]1[C:6]2[NH:7][CH:8]=[CH:9][C:5]=2[C:4]([O:10][CH2:11][C:12]2[C:13]([C:23]3[CH:28]=[CH:27][CH:26]=[CH:25][C:24]=3[CH3:29])=[N:14][C:15]3[C:20]([CH:21]=2)=[CH:19][CH:18]=[CH:17][C:16]=3[CH3:22])=[N:3][CH:2]=1.C1C=C[NH+]=CC=1.Br[Br-]Br.CC(O)=[O:41], predict the reaction product. The product is: [CH3:22][C:16]1[CH:17]=[CH:18][CH:19]=[C:20]2[C:15]=1[N:14]=[C:13]([C:23]1[CH:28]=[CH:27][CH:26]=[CH:25][C:24]=1[CH3:29])[C:12]([CH2:11][O:10][C:4]1[C:5]3[CH2:9][C:8](=[O:41])[NH:7][C:6]=3[N:1]=[CH:2][N:3]=1)=[CH:21]2.